Predict the reaction yield, written as a fraction of the theoretical maximum amount of product (1.0 means a 100% yield; for example, 0.34 means a 34% yield). From a dataset of Reaction yield outcomes from USPTO patents with 853,638 reactions. (1) The reactants are [Cl:1][C:2]1[C:14]([Cl:15])=[CH:13][CH:12]=[CH:11][C:3]=1[C:4]([NH:6][CH2:7][CH:8]=[N:9][OH:10])=[O:5].[CH3:16][OH:17].Cl.C([BH3-])#N.[Na+]. The catalyst is CO.CN(C1C=CC(N=NC2C=CC(S(O)(=O)=O)=CC=2)=CC=1)C. The product is [Cl:1][C:2]1[C:14]([Cl:15])=[CH:13][CH:12]=[CH:11][C:3]=1[C:4]([NH:6][CH2:7][CH2:8][N:9]([CH:16]=[O:17])[OH:10])=[O:5]. The yield is 0.320. (2) The reactants are [CH:1]1([C:4]2[N:8]([C:9]3[CH:14]=[CH:13][CH:12]=[C:11]([C:15]([F:18])([F:17])[F:16])[CH:10]=3)[N:7]=[C:6]([C:19]3[CH:20]=[N:21][CH:22]=[CH:23][CH:24]=3)[C:5]=2[C:25]([OH:27])=O)[CH2:3][CH2:2]1.[N:28]1([CH:33]2[CH2:38][CH2:37][NH:36][CH2:35][CH2:34]2)[CH2:32][CH2:31][CH2:30][CH2:29]1. No catalyst specified. The yield is 0.700. The product is [CH:1]1([C:4]2[N:8]([C:9]3[CH:14]=[CH:13][CH:12]=[C:11]([C:15]([F:18])([F:17])[F:16])[CH:10]=3)[N:7]=[C:6]([C:19]3[CH:20]=[N:21][CH:22]=[CH:23][CH:24]=3)[C:5]=2[C:25]([N:36]2[CH2:37][CH2:38][CH:33]([N:28]3[CH2:32][CH2:31][CH2:30][CH2:29]3)[CH2:34][CH2:35]2)=[O:27])[CH2:3][CH2:2]1. (3) The reactants are O=[C:2]([NH:13][NH:14][C:15](=[O:20])[C:16]([F:19])([F:18])[F:17])[C@H:3]([NH:5][C:6](=[O:12])[O:7][C:8]([CH3:11])([CH3:10])[CH3:9])[CH3:4].CCN(C(C)C)C(C)C.C1(P(C2C=CC=CC=2)C2C=CC=CC=2)C=CC=CC=1.ClC(Cl)(Cl)C(Cl)(Cl)Cl. The catalyst is C(#N)C. The product is [F:19][C:16]([F:17])([F:18])[C:15]1[O:20][C:2]([C@H:3]([NH:5][C:6](=[O:12])[O:7][C:8]([CH3:9])([CH3:10])[CH3:11])[CH3:4])=[N:13][N:14]=1. The yield is 0.650. (4) The reactants are [H-].[Na+].C([O:5][CH2:6][CH3:7])=O.[CH3:8][C:9]1[S:10][C:11]2[C:17](=[O:18])C[CH2:15][CH2:14][C:12]=2[N:13]=1.Cl. The catalyst is CCOCC.CO.CCCCCC. The product is [CH3:8][C:9]1[S:10][C:11]2[C:17](=[O:18])[CH:7]([CH:6]=[O:5])[CH2:15][CH2:14][C:12]=2[N:13]=1. The yield is 0.660. (5) The product is [CH3:21][C:22]1[CH:29]=[CH:28][CH:27]=[CH:26][C:23]=1[CH2:24][O:14][C:3]1[CH:4]=[C:5]([NH:8][C:9]2[S:10][CH:11]=[CH:12][N:13]=2)[CH:6]=[CH:7][C:2]=1[Cl:1]. The yield is 0.580. The catalyst is CC(C)=O. The reactants are [Cl:1][C:2]1[CH:7]=[CH:6][C:5]([NH:8][C:9]2[S:10][CH:11]=[CH:12][N:13]=2)=[CH:4][C:3]=1[OH:14].C([O-])([O-])=O.[Cs+].[Cs+].[CH3:21][C:22]1[CH:29]=[CH:28][CH:27]=[CH:26][C:23]=1[CH2:24]Br. (6) The reactants are [C:1]1([C:7]2[C:12]([F:13])=[CH:11][CH:10]=[CH:9][C:8]=2[C@:14]([C@@H:22]2[CH2:27][CH2:26][CH2:25][N:24](C(OC(C)(C)C)=O)[CH2:23]2)([OH:21])[CH2:15][CH2:16][CH2:17][CH2:18][O:19][CH3:20])[CH2:6][CH2:5][CH2:4][CH2:3][CH:2]=1.C([O-])(O)=O.[Na+].C(O)(C(F)(F)F)=O. The catalyst is C(O)(C(F)(F)F)=O.C(Cl)Cl. The product is [C:1]1([C:7]2[C:12]([F:13])=[CH:11][CH:10]=[CH:9][C:8]=2[C@:14]([C@@H:22]2[CH2:27][CH2:26][CH2:25][NH:24][CH2:23]2)([OH:21])[CH2:15][CH2:16][CH2:17][CH2:18][O:19][CH3:20])[CH2:6][CH2:5][CH2:4][CH2:3][CH:2]=1. The yield is 0.930. (7) The reactants are [CH3:1][C:2](=O)[CH2:3][CH3:4].Cl.[Br:7][C:8]1[CH:13]=[CH:12][C:11]([NH:14]N)=[CH:10][CH:9]=1. The catalyst is CCO. The product is [Br:7][C:8]1[CH:13]=[C:12]2[C:11](=[CH:10][CH:9]=1)[NH:14][C:3]([CH3:4])=[C:2]2[CH3:1]. The yield is 0.670.